This data is from Catalyst prediction with 721,799 reactions and 888 catalyst types from USPTO. The task is: Predict which catalyst facilitates the given reaction. (1) Reactant: [CH3:1][O:2][C:3]1[CH:8]=[C:7]([O:9][CH3:10])[CH:6]=[CH:5][C:4]=1[NH:11][C:12](=[O:18])[O:13][C:14]([CH3:17])([CH3:16])[CH3:15].NCCCCN.CCCCCC.C([Li])CCC.[F:36]N(S(C1C=CC=CC=1)(=O)=O)S(C1C=CC=CC=1)(=O)=O.[Cl-].[NH4+]. Product: [F:36][C:5]1[CH:6]=[C:7]([O:9][CH3:10])[CH:8]=[C:3]([O:2][CH3:1])[C:4]=1[NH:11][C:12](=[O:18])[O:13][C:14]([CH3:15])([CH3:17])[CH3:16]. The catalyst class is: 1. (2) Reactant: [C:1]([O:5][CH2:6][CH3:7])(=[O:4])[CH2:2][SH:3].C(=O)([O-])[O-].[K+].[K+].[Cl:14][C:15]1[CH:16]=[CH:17][C:18]2[N:24]([CH2:25][C:26]([CH3:29])([CH3:28])[CH3:27])[C:23](=[O:30])[C@@H:22]([CH2:31][C:32]3[N:36]=[C:35](Cl)[S:34][N:33]=3)[O:21][C@H:20]([C:38]3[CH:43]=[CH:42][CH:41]=[C:40]([O:44][CH3:45])[C:39]=3[O:46][CH3:47])[C:19]=2[CH:48]=1. The catalyst class is: 1. Product: [Cl:14][C:15]1[CH:16]=[CH:17][C:18]2[N:24]([CH2:25][C:26]([CH3:28])([CH3:27])[CH3:29])[C:23](=[O:30])[C@@H:22]([CH2:31][C:32]3[N:36]=[C:35]([S:3][CH2:2][C:1]([O:5][CH2:6][CH3:7])=[O:4])[S:34][N:33]=3)[O:21][C@H:20]([C:38]3[CH:43]=[CH:42][CH:41]=[C:40]([O:44][CH3:45])[C:39]=3[O:46][CH3:47])[C:19]=2[CH:48]=1. (3) Reactant: [CH2:1]([O:8][C:9]1[C:17]2[CH:16]([CH2:18][C:19]([O:21][CH2:22][CH3:23])=[O:20])[O:15][B:14]([OH:24])[C:13]=2[CH:12]=[C:11]([O:25]C2CCCCO2)[CH:10]=1)[C:2]1[CH:7]=[CH:6][CH:5]=[CH:4][CH:3]=1.Cl.CCN(CC)CC. Product: [CH2:1]([O:8][C:9]1[C:17]2[CH:16]([CH2:18][C:19]([O:21][CH2:22][CH3:23])=[O:20])[O:15][B:14]([OH:24])[C:13]=2[CH:12]=[C:11]([OH:25])[CH:10]=1)[C:2]1[CH:7]=[CH:6][CH:5]=[CH:4][CH:3]=1. The catalyst class is: 1. (4) Reactant: [NH:1]1[CH2:6][CH:5]=[C:4]([C:7]2[C:15]3[C:10](=[N:11][CH:12]=[CH:13][CH:14]=3)[NH:9][CH:8]=2)[CH2:3][CH2:2]1.C(N(CC)CC)C.[N:23]([CH2:26][C:27]1[CH:32]=[CH:31][CH:30]=[CH:29][CH:28]=1)=[C:24]=[O:25]. Product: [CH2:26]([NH:23][C:24]([N:1]1[CH2:2][CH:3]=[C:4]([C:7]2[C:15]3[C:10](=[N:11][CH:12]=[CH:13][CH:14]=3)[NH:9][CH:8]=2)[CH2:5][CH2:6]1)=[O:25])[C:27]1[CH:32]=[CH:31][CH:30]=[CH:29][CH:28]=1. The catalyst class is: 42.